From a dataset of Forward reaction prediction with 1.9M reactions from USPTO patents (1976-2016). Predict the product of the given reaction. (1) Given the reactants [C:1]([O:8][CH3:9])(=[O:7])[CH2:2][C:3]([O:5][CH3:6])=[O:4].[H-].[Na+].[C:12]([O:16][CH2:17][CH3:18])(=[O:15])[CH:13]=[CH2:14], predict the reaction product. The product is: [CH:2]([C:1]([O:8][CH3:9])=[O:7])([C:3]([O:5][CH3:6])=[O:4])[CH2:14][CH2:13][C:12]([O:16][CH2:17][CH3:18])=[O:15]. (2) Given the reactants C([O:3][C:4]([CH:6]1[CH2:11][CH2:10][N:9]([C:12]([O:14][C:15]([CH3:18])([CH3:17])[CH3:16])=[O:13])[CH2:8][C:7]1=O)=O)C.[O-]CC.[Na+].Cl.[CH:25]([NH2:27])=[NH:26], predict the reaction product. The product is: [C:15]([O:14][C:12]([N:9]1[CH2:10][CH2:11][C:6]2[C:4]([OH:3])=[N:27][CH:25]=[N:26][C:7]=2[CH2:8]1)=[O:13])([CH3:18])([CH3:17])[CH3:16].